This data is from Reaction yield outcomes from USPTO patents with 853,638 reactions. The task is: Predict the reaction yield, written as a fraction of the theoretical maximum amount of product (1.0 means a 100% yield; for example, 0.34 means a 34% yield). The reactants are [C:1]1(B(O)O)[CH:6]=[CH:5][CH:4]=[CH:3][CH:2]=1.[S:10]([N:20]1[C:24]2[N:25]=[CH:26][C:27]3[N:28]([C:29]([C@@H:32]4[CH2:36][CH2:35][C@@H:34]([NH2:37])[CH2:33]4)=[N:30][N:31]=3)[C:23]=2[CH:22]=[CH:21]1)([C:13]1[CH:19]=[CH:18][C:16]([CH3:17])=[CH:15][CH:14]=1)(=[O:12])=[O:11].O=O. The catalyst is C(Cl)Cl.CC#N.O.C(O[Cu]OC(=O)C)(=O)C. The product is [S:10]([N:20]1[C:24]2[N:25]=[CH:26][C:27]3[N:28]([C:29]([C@@H:32]4[CH2:36][CH2:35][C@@H:34]([NH:37][C:1]5[CH:6]=[CH:5][CH:4]=[CH:3][CH:2]=5)[CH2:33]4)=[N:30][N:31]=3)[C:23]=2[CH:22]=[CH:21]1)([C:13]1[CH:19]=[CH:18][C:16]([CH3:17])=[CH:15][CH:14]=1)(=[O:12])=[O:11]. The yield is 0.450.